From a dataset of Reaction yield outcomes from USPTO patents with 853,638 reactions. Predict the reaction yield, written as a fraction of the theoretical maximum amount of product (1.0 means a 100% yield; for example, 0.34 means a 34% yield). The yield is 0.862. The catalyst is CCCCCCC.C(Cl)Cl. The product is [Cl:3][C:12]([C:11]1[C:10]([CH3:19])=[C:9]([O:8][C:5](=[O:7])[CH3:6])[CH:17]=[C:16]([CH3:18])[CH:15]=1)=[O:13]. The reactants are O=S(Cl)[Cl:3].[C:5]([O:8][C:9]1[C:10]([CH3:19])=[C:11]([CH:15]=[C:16]([CH3:18])[CH:17]=1)[C:12](O)=[O:13])(=[O:7])[CH3:6].CN(C=O)C.C([O-])(O)=O.[Na+].